This data is from Forward reaction prediction with 1.9M reactions from USPTO patents (1976-2016). The task is: Predict the product of the given reaction. (1) Given the reactants Cl[C:2]1[N:7]=[C:6]([Cl:8])[N:5]=[CH:4][N:3]=1.C(N(CC)C(C)C)(C)C.[NH2:18][C:19]1[CH:24]=[CH:23][C:22]([NH:25][C:26](=[O:29])[CH:27]=[CH2:28])=[CH:21][CH:20]=1, predict the reaction product. The product is: [Cl:8][C:6]1[N:5]=[CH:4][N:3]=[C:2]([NH:18][C:19]2[CH:20]=[CH:21][C:22]([NH:25][C:26](=[O:29])[CH:27]=[CH2:28])=[CH:23][CH:24]=2)[N:7]=1. (2) Given the reactants [CH3:1][O:2][C:3]1[CH:10]=[CH:9][CH:8]=[C:7]([O:11][CH3:12])[C:4]=1[CH:5]=O.C([CH2:16][S:17]([CH2:20][S:21]([CH2:24][C:25](O)=O)(=[O:23])=[O:22])(=[O:19])=[O:18])(O)=O, predict the reaction product. The product is: [CH3:1][O:2][C:3]1[CH:10]=[CH:9][CH:8]=[C:7]([O:11][CH3:12])[C:4]=1/[CH:5]=[CH:16]/[S:17]([CH2:20][S:21](/[CH:24]=[CH:25]/[C:4]1[C:3]([O:2][CH3:1])=[CH:10][CH:9]=[CH:8][C:7]=1[O:11][CH3:12])(=[O:22])=[O:23])(=[O:18])=[O:19]. (3) Given the reactants [Li]CCCC.[F:6][C:7]1[CH:15]=[C:14]2[C:10]([CH:11]=[CH:12][NH:13]2)=[CH:9][CH:8]=1.CC([O-])(C)C.[K+].[C:22](=[O:24])=[O:23], predict the reaction product. The product is: [F:6][C:7]1[C:15]([C:22]([OH:24])=[O:23])=[C:14]2[C:10]([CH:11]=[CH:12][NH:13]2)=[CH:9][CH:8]=1. (4) Given the reactants [NH2:1][C:2]1[N:7]=[C:6]([C:8]([O:10][CH3:11])=[O:9])[CH:5]=[CH:4][C:3]=1[Br:12].[CH:13]1([C:16](Cl)=[O:17])[CH2:15][CH2:14]1, predict the reaction product. The product is: [Br:12][C:3]1[CH:4]=[CH:5][C:6]([C:8]([O:10][CH3:11])=[O:9])=[N:7][C:2]=1[NH:1][C:16]([CH:13]1[CH2:15][CH2:14]1)=[O:17]. (5) Given the reactants Br[C:2]1[CH:7]=[N:6][CH:5]=[C:4]2[N:8]([C:11]3[CH:16]=[CH:15][C:14]([F:17])=[CH:13][CH:12]=3)[CH:9]=[CH:10][C:3]=12.CCN([CH2:23][CH3:24])CC.[C]=[O:26].[CH2:27]([OH:29])C, predict the reaction product. The product is: [CH2:23]([O:26][C:27]([C:2]1[C:3]2[CH:10]=[CH:9][N:8]([C:11]3[CH:16]=[CH:15][C:14]([F:17])=[CH:13][CH:12]=3)[C:4]=2[CH:5]=[N:6][CH:7]=1)=[O:29])[CH3:24]. (6) Given the reactants [C:1]([O:5][C:6](=[O:30])[NH:7][C@@H:8]1[C@@H:12]([NH:13][C:14](=[O:22])[CH2:15][CH2:16][C:17]([F:21])([F:20])[CH2:18]Br)[CH2:11][N:10]([CH2:23][C:24]2[CH:29]=[CH:28][CH:27]=[CH:26][CH:25]=2)[CH2:9]1)([CH3:4])([CH3:3])[CH3:2].[H-].[Na+].[NH4+].[Cl-], predict the reaction product. The product is: [C:1]([O:5][C:6](=[O:30])[NH:7][C@@H:8]1[C@@H:12]([N:13]2[CH2:18][C:17]([F:21])([F:20])[CH2:16][CH2:15][C:14]2=[O:22])[CH2:11][N:10]([CH2:23][C:24]2[CH:29]=[CH:28][CH:27]=[CH:26][CH:25]=2)[CH2:9]1)([CH3:4])([CH3:3])[CH3:2]. (7) Given the reactants [Cl:1][C:2]1[C:10]([C:11]2([C:14]#[N:15])[CH2:13][CH2:12]2)=[CH:9][CH:8]=[CH:7][C:3]=1[C:4]([OH:6])=O.C(Cl)(=O)C(Cl)=O.CN(C)C=O.[NH2:27][C:28]1[CH:29]=[C:30]([CH:49]=[CH:50][C:51]=1[F:52])[O:31][C:32]1[CH:46]=[CH:45][C:35]2[N:36]=[C:37]([NH:39][C:40]([CH:42]3[CH2:44][CH2:43]3)=[O:41])[S:38][C:34]=2[C:33]=1[C:47]#[N:48], predict the reaction product. The product is: [Cl:1][C:2]1[C:10]([C:11]2([C:14]#[N:15])[CH2:13][CH2:12]2)=[CH:9][CH:8]=[CH:7][C:3]=1[C:4]([NH:27][C:28]1[CH:29]=[C:30]([O:31][C:32]2[CH:46]=[CH:45][C:35]3[N:36]=[C:37]([NH:39][C:40]([CH:42]4[CH2:44][CH2:43]4)=[O:41])[S:38][C:34]=3[C:33]=2[C:47]#[N:48])[CH:49]=[CH:50][C:51]=1[F:52])=[O:6]. (8) Given the reactants [CH3:1][C:2]1[CH:7]=[CH:6][C:5]([C:8]2[CH:13]=[C:12]([C:14](=[O:24])[NH:15][CH2:16][C:17]3[CH:18]=[N:19][C:20]([CH3:23])=[N:21][CH:22]=3)[CH:11]=[C:10]([C:25](O)=[O:26])[CH:9]=2)=[CH:4][CH:3]=1.Cl.CN(C)CCCN=C=NCC.O.ON1C2C=CC=CC=2N=N1.[CH3:51][CH:52]1[CH2:54][NH:53]1.C(N(CC)C(C)C)(C)C, predict the reaction product. The product is: [CH3:1][C:2]1[CH:7]=[CH:6][C:5]([C:8]2[CH:9]=[C:10]([C:25]([N:53]3[CH2:54][CH:52]3[CH3:51])=[O:26])[CH:11]=[C:12]([C:14]([NH:15][CH2:16][C:17]3[CH:22]=[N:21][C:20]([CH3:23])=[N:19][CH:18]=3)=[O:24])[CH:13]=2)=[CH:4][CH:3]=1.